From a dataset of NCI-60 drug combinations with 297,098 pairs across 59 cell lines. Regression. Given two drug SMILES strings and cell line genomic features, predict the synergy score measuring deviation from expected non-interaction effect. Drug 1: CC12CCC3C(C1CCC2=O)CC(=C)C4=CC(=O)C=CC34C. Drug 2: CCN(CC)CCNC(=O)C1=C(NC(=C1C)C=C2C3=C(C=CC(=C3)F)NC2=O)C. Cell line: HCT-15. Synergy scores: CSS=41.3, Synergy_ZIP=0.702, Synergy_Bliss=-0.803, Synergy_Loewe=-0.977, Synergy_HSA=-0.534.